This data is from Reaction yield outcomes from USPTO patents with 853,638 reactions. The task is: Predict the reaction yield, written as a fraction of the theoretical maximum amount of product (1.0 means a 100% yield; for example, 0.34 means a 34% yield). (1) The yield is 0.250. The reactants are [CH:1]1([N:4]2[C:8]3[N:9]=[N:10][CH:11]=[C:12]([C:13]4[CH:18]=[CH:17][C:16]([F:19])=[CH:15][CH:14]=4)[C:7]=3[N:6]=[CH:5]2)[CH2:3][CH2:2]1.[Br:20]N1C(C)(C)C(=O)N(Br)C1=O. No catalyst specified. The product is [Br:20][C:15]1[CH:14]=[C:13]([C:12]2[C:7]3[N:6]=[CH:5][N:4]([CH:1]4[CH2:3][CH2:2]4)[C:8]=3[N:9]=[N:10][CH:11]=2)[CH:18]=[CH:17][C:16]=1[F:19]. (2) The reactants are [C:1]([O:5][C:6]([NH:8][C:9]1[N:10]=[N:11][N:12]([CH2:14][C:15]([O:17]CC)=[O:16])[CH:13]=1)=[O:7])([CH3:4])([CH3:3])[CH3:2].[OH-].[Na+]. The catalyst is C(O)C. The product is [C:1]([O:5][C:6]([NH:8][C:9]1[N:10]=[N:11][N:12]([CH2:14][C:15]([OH:17])=[O:16])[CH:13]=1)=[O:7])([CH3:4])([CH3:2])[CH3:3]. The yield is 0.970. (3) The reactants are C[O:2][C:3](=[O:24])[C:4]1[CH:9]=[CH:8][C:7]([NH:10][CH2:11][C:12]2[C:13]([C:18]3[CH:23]=[CH:22][CH:21]=[CH:20][CH:19]=3)=[N:14][O:15][C:16]=2[CH3:17])=[N:6][CH:5]=1.[OH-].[Na+]. The catalyst is C(O)C. The product is [CH3:17][C:16]1[O:15][N:14]=[C:13]([C:18]2[CH:19]=[CH:20][CH:21]=[CH:22][CH:23]=2)[C:12]=1[CH2:11][NH:10][C:7]1[CH:8]=[CH:9][C:4]([C:3]([OH:24])=[O:2])=[CH:5][N:6]=1. The yield is 0.910. (4) The reactants are [C:1]([C:5]1[O:9][N:8]=[C:7]([NH:10][C:11]([NH:13][C:14]2[CH:19]=[CH:18][CH:17]=[C:16]([S:20][C:21]3[C:30]4[C:25](=[CH:26][C:27]([O:41][CH3:42])=[C:28]([O:31][CH2:32][CH2:33][CH2:34][N:35]5[CH2:40][CH2:39]C[CH2:37][CH2:36]5)[CH:29]=4)[N:24]=[CH:23][N:22]=3)[CH:15]=2)=[O:12])[CH:6]=1)([CH3:4])([CH3:3])[CH3:2].[CH3:43][N:44]1CCNCC1. No catalyst specified. The product is [C:1]([C:5]1[O:9][N:8]=[C:7]([NH:10][C:11]([NH:13][C:14]2[CH:19]=[CH:18][CH:17]=[C:16]([S:20][C:21]3[C:30]4[C:25](=[CH:26][C:27]([O:41][CH3:42])=[C:28]([O:31][CH2:32][CH2:33][CH2:34][N:35]5[CH2:36][CH2:37][N:44]([CH3:43])[CH2:39][CH2:40]5)[CH:29]=4)[N:24]=[CH:23][N:22]=3)[CH:15]=2)=[O:12])[CH:6]=1)([CH3:4])([CH3:3])[CH3:2]. The yield is 0.0700. (5) The reactants are [NH:1]1[C:5]2[CH:6]=[CH:7][C:8]([C:10]([OH:12])=O)=[CH:9][C:4]=2[N:3]=[CH:2]1.[CH3:13][O:14][C:15]1[CH:16]=[CH:17][C:18]2[CH2:27][CH2:26][C@H:25]3[C@H:20]([CH2:21][CH2:22][CH2:23][NH:24]3)[C:19]=2[CH:28]=1. No catalyst specified. The product is [NH:1]1[C:5]2[CH:6]=[CH:7][C:8]([C:10]([N:24]3[C@@H:25]4[C@@H:20]([C:19]5[CH:28]=[C:15]([O:14][CH3:13])[CH:16]=[CH:17][C:18]=5[CH2:27][CH2:26]4)[CH2:21][CH2:22][CH2:23]3)=[O:12])=[CH:9][C:4]=2[N:3]=[CH:2]1. The yield is 0.690. (6) The catalyst is ClCCl.[Cu]I.C1C=CC(P(C2C=CC=CC=2)C2C=CC=CC=2)=CC=1.C1C=CC(P(C2C=CC=CC=2)C2C=CC=CC=2)=CC=1.Cl[Pd]Cl. The reactants are [Cl:1][C:2]1[CH:7]=[CH:6][CH:5]=[C:4](I)[CH:3]=1.[CH2:9]([O:11][C:12]([N:14]1[CH2:19][CH2:18][N:17]([C:20]([CH3:24])([CH3:23])[C:21]#[CH:22])[CH2:16][CH2:15]1)=[O:13])[CH3:10].[CH2:25](N(CC)CC)[CH3:26]. The yield is 0.280. The product is [CH2:9]([O:11][C:12]([N:14]1[CH2:15][CH2:16][N:17]([C:20]([CH3:23])([CH3:24])[C:21]#[C:22][C:4]2[CH:5]=[CH:6][CH:7]=[C:2]([Cl:1])[CH:3]=2)[CH2:18][CH:19]1[CH2:25][CH3:26])=[O:13])[CH3:10].